Predict the product of the given reaction. From a dataset of Forward reaction prediction with 1.9M reactions from USPTO patents (1976-2016). (1) Given the reactants [CH3:1][C:2]1[NH:3][C:4](=[O:21])[CH2:5][CH:6]([C:11]2[CH:20]=[CH:19][C:18]3[C:13](=[CH:14][CH:15]=[CH:16][CH:17]=3)[CH:12]=2)[C:7]=1[C:8]([OH:10])=O.[NH2:22][C:23]1[CH:24]=[C:25]2[C:29](=[C:30]([CH3:32])[CH:31]=1)[NH:28][N:27]=[CH:26]2.C(Cl)CCl.CCN(CC)CC, predict the reaction product. The product is: [CH3:1][C:2]1[NH:3][C:4](=[O:21])[CH2:5][CH:6]([C:11]2[CH:20]=[CH:19][C:18]3[C:13](=[CH:14][CH:15]=[CH:16][CH:17]=3)[CH:12]=2)[C:7]=1[C:8]([NH:22][C:23]1[CH:24]=[C:25]2[C:29](=[C:30]([CH3:32])[CH:31]=1)[NH:28][N:27]=[CH:26]2)=[O:10]. (2) Given the reactants [Br:1][C:2]1[N:3]([CH2:24][O:25][CH2:26][CH2:27][Si:28]([CH3:31])([CH3:30])[CH3:29])[N:4]=[C:5]2[C:14]3[CH:13]=[CH:12][C:11](I)=[CH:10][C:9]=3[C:8]([C:16]3[C:21]([F:22])=[CH:20][CH:19]=[CH:18][C:17]=3[F:23])=[N:7][C:6]=12.O1CCOCC1.[NH:38]1[CH:42]=[C:41](B(O)O)[CH:40]=[N:39]1.C(=O)([O-])[O-].[Na+].[Na+], predict the reaction product. The product is: [Br:1][C:2]1[N:3]([CH2:24][O:25][CH2:26][CH2:27][Si:28]([CH3:31])([CH3:30])[CH3:29])[N:4]=[C:5]2[C:14]3[CH:13]=[CH:12][C:11]([C:41]4[CH:42]=[N:38][NH:39][CH:40]=4)=[CH:10][C:9]=3[C:8]([C:16]3[C:21]([F:22])=[CH:20][CH:19]=[CH:18][C:17]=3[F:23])=[N:7][C:6]=12.